Dataset: Forward reaction prediction with 1.9M reactions from USPTO patents (1976-2016). Task: Predict the product of the given reaction. (1) Given the reactants [NH2:1][C:2]1[C:3]2[N:4]([C:8]([C@H:12]3[CH2:17][CH2:16][C@H:15]([C:18]([NH2:20])=[O:19])[CH2:14][CH2:13]3)=[N:9][C:10]=2I)[CH:5]=[CH:6][N:7]=1.C(OC([N:28]1[C:36]2[C:31](=[CH:32][CH:33]=[CH:34][CH:35]=2)[CH:30]=[C:29]1B(O)O)=O)(C)(C)C.C(=O)([O-])[O-].[Na+].[Na+], predict the reaction product. The product is: [NH2:1][C:2]1[C:3]2[N:4]([C:8]([C@H:12]3[CH2:17][CH2:16][C@H:15]([C:18]([NH2:20])=[O:19])[CH2:14][CH2:13]3)=[N:9][C:10]=2[C:29]2[NH:28][C:36]3[C:31]([CH:30]=2)=[CH:32][CH:33]=[CH:34][CH:35]=3)[CH:5]=[CH:6][N:7]=1. (2) Given the reactants [NH:1]1[CH2:5][CH2:4][CH2:3][CH2:2]1.C(N(CC)CC)C.[C:13]([C:15]1[CH:20]=[CH:19][CH:18]=[CH:17][C:16]=1[S:21](Cl)(=[O:23])=[O:22])#[N:14], predict the reaction product. The product is: [N:1]1([S:21]([C:16]2[CH:17]=[CH:18][CH:19]=[CH:20][C:15]=2[C:13]#[N:14])(=[O:23])=[O:22])[CH2:5][CH2:4][CH2:3][CH2:2]1. (3) The product is: [Cl:1][C:2]1[N:7]=[C:6]([O:8][C:9]2[CH:10]=[C:11]([CH:12]=[C:13]([CH3:15])[CH:14]=2)[CH:16]=[O:17])[C:5]([CH:18]([CH3:19])[CH3:20])=[C:4]([Cl:21])[N:3]=1. Given the reactants [Cl:1][C:2]1[N:7]=[C:6]([O:8][C:9]2[CH:10]=[C:11]([CH2:16][OH:17])[CH:12]=[C:13]([CH3:15])[CH:14]=2)[C:5]([CH:18]([CH3:20])[CH3:19])=[C:4]([Cl:21])[N:3]=1.[Cr](Cl)([O-])(=O)=O.[NH+]1C=CC=CC=1, predict the reaction product. (4) Given the reactants [N:1]([C@@H:4]([C@@H:19]([C:26]1[CH:31]=[CH:30][C:29]([F:32])=[CH:28][CH:27]=1)[CH:20]1[CH2:25][CH2:24][O:23][CH2:22][CH2:21]1)[C:5](N1[C@@H](C2C=CC=CC=2)COC1=O)=[O:6])=[N+:2]=[N-:3].[OH:33]O.[Li+].[OH-], predict the reaction product. The product is: [N:1]([C@@H:4]([C@H:19]([C:26]1[CH:31]=[CH:30][C:29]([F:32])=[CH:28][CH:27]=1)[CH:20]1[CH2:25][CH2:24][O:23][CH2:22][CH2:21]1)[C:5]([OH:6])=[O:33])=[N+:2]=[N-:3]. (5) Given the reactants [CH:1]([C:4]1[CH:9]=[CH:8][CH:7]=[CH:6][C:5]=1[N:10]=[C:11]=[S:12])([CH3:3])[CH3:2].Cl.[CH3:14][NH:15][O:16][CH2:17][C:18]([OH:20])=[O:19].C(N(CC)CC)C, predict the reaction product. The product is: [CH:1]([C:4]1[CH:9]=[CH:8][CH:7]=[CH:6][C:5]=1[NH:10][C:11]([N:15]([CH3:14])[O:16][CH2:17][C:18]([OH:20])=[O:19])=[S:12])([CH3:3])[CH3:2]. (6) Given the reactants [F:1][CH:2]([F:27])[C:3]1[NH:4][C:5]([CH:24]([F:26])[F:25])=[C:6]([C:22]#[N:23])[CH:7]([C:11]2[CH:12]=[C:13]3[C:17](=[CH:18][C:19]=2[F:20])[NH:16][N:15]=[C:14]3[CH3:21])[C:8]=1[C:9]#[N:10].C(=O)([O-])O.[OH:32][CH2:33][CH2:34][N+:35]([CH3:38])([CH3:37])[CH3:36], predict the reaction product. The product is: [C:9]([C:8]1[CH:7]([C:11]2[CH:12]=[C:13]3[C:17](=[CH:18][C:19]=2[F:20])[NH:16][N:15]=[C:14]3[CH3:21])[C:6]([C:22]#[N:23])=[C:5]([CH:24]([F:25])[F:26])[N-:4][C:3]=1[CH:2]([F:1])[F:27])#[N:10].[OH:32][CH2:33][CH2:34][N+:35]([CH3:38])([CH3:37])[CH3:36]. (7) Given the reactants [F:1][C:2]1[C:10]2[CH2:9][CH2:8][CH2:7][CH2:6][C:5]=2[N:4]2[CH2:11][CH2:12][N:13]([C:16]3[N:23]=[CH:22][CH:21]=[C:20]([C:24]4[CH:29]=[C:28]([NH:30][C:31]5[CH:43]=[C:34]6[CH2:35][N:36]([CH:39]7[CH2:42][O:41][CH2:40]7)[CH2:37][CH2:38][N:33]6[N:32]=5)[C:27](=[O:44])[N:26]([CH3:45])[CH:25]=4)[C:17]=3[CH:18]=[O:19])[C:14](=[O:15])[C:3]=12.[BH4-].[Na+], predict the reaction product. The product is: [F:1][C:2]1[C:10]2[CH2:9][CH2:8][CH2:7][CH2:6][C:5]=2[N:4]2[CH2:11][CH2:12][N:13]([C:16]3[C:17]([CH2:18][OH:19])=[C:20]([C:24]4[CH:29]=[C:28]([NH:30][C:31]5[CH:43]=[C:34]6[CH2:35][N:36]([CH:39]7[CH2:42][O:41][CH2:40]7)[CH2:37][CH2:38][N:33]6[N:32]=5)[C:27](=[O:44])[N:26]([CH3:45])[CH:25]=4)[CH:21]=[CH:22][N:23]=3)[C:14](=[O:15])[C:3]=12. (8) Given the reactants [CH3:1][C:2]1([CH3:18])[C@@H:5]([C:6]2[N:10]=[CH:9][N:8]([CH:11]3[CH2:16][CH2:15][CH2:14][CH2:13][O:12]3)[N:7]=2)[CH2:4][C@H:3]1[NH2:17].Cl[C:20]1[C:25]([C:26]#[N:27])=[CH:24][N:23]=[C:22]([S:28][CH3:29])[N:21]=1.CCN(C(C)C)C(C)C, predict the reaction product. The product is: [CH3:1][C:2]1([CH3:18])[C@@H:5]([C:6]2[N:10]=[CH:9][N:8]([CH:11]3[CH2:16][CH2:15][CH2:14][CH2:13][O:12]3)[N:7]=2)[CH2:4][C@H:3]1[NH:17][C:20]1[C:25]([C:26]#[N:27])=[CH:24][N:23]=[C:22]([S:28][CH3:29])[N:21]=1. (9) The product is: [F:1][C:2]1[C:6]([C:7]2[CH:8]=[N:9][CH:10]=[CH:11][CH:12]=2)=[N:5][N:4]2[CH:13]=[CH:14][N:15]([C:16]3[CH:17]=[C:18]([NH:19][C:31](=[O:32])[C:30]4[CH:34]=[C:35]([S:37]([F:42])([F:38])([F:39])([F:40])[F:41])[CH:36]=[C:28]([C:25]([OH:24])([CH3:27])[CH3:26])[CH:29]=4)[CH:20]=[CH:21][C:22]=3[CH3:23])[C:3]=12. Given the reactants [F:1][C:2]1[C:6]([C:7]2[CH:8]=[N:9][CH:10]=[CH:11][CH:12]=2)=[N:5][N:4]2[CH:13]=[CH:14][N:15]([C:16]3[CH:17]=[C:18]([CH:20]=[CH:21][C:22]=3[CH3:23])[NH2:19])[C:3]=12.[OH:24][C:25]([C:28]1[CH:29]=[C:30]([CH:34]=[C:35]([S:37]([F:42])([F:41])([F:40])([F:39])[F:38])[CH:36]=1)[C:31](O)=[O:32])([CH3:27])[CH3:26].CN(C(ON1N=NC2C=CC=NC1=2)=[N+](C)C)C.F[P-](F)(F)(F)(F)F.C(N(CC)C(C)C)(C)C, predict the reaction product. (10) Given the reactants [CH2:1]([C:3]([C:21]1[CH:26]=[CH:25][C:24]([O:27]S(C(F)(F)F)(=O)=O)=[C:23]([CH3:35])[CH:22]=1)([C:6]1[CH:11]=[CH:10][C:9](/[CH:12]=[CH:13]/[C:14]2([OH:19])[CH2:18][CH2:17][CH2:16][CH2:15]2)=[C:8]([CH3:20])[CH:7]=1)[CH2:4][CH3:5])[CH3:2].C([O-])(=O)C.[K+].B1(B2OC(C)(C)C(C)(C)O2)OC(C)(C)C(C)(C)O1.O, predict the reaction product. The product is: [CH2:1]([C:3]([C:21]1[CH:26]=[CH:25][C:24]([OH:27])=[C:23]([CH3:35])[CH:22]=1)([C:6]1[CH:11]=[CH:10][C:9](/[CH:12]=[CH:13]/[C:14]2([OH:19])[CH2:18][CH2:17][CH2:16][CH2:15]2)=[C:8]([CH3:20])[CH:7]=1)[CH2:4][CH3:5])[CH3:2].